From a dataset of Full USPTO retrosynthesis dataset with 1.9M reactions from patents (1976-2016). Predict the reactants needed to synthesize the given product. (1) Given the product [Cl:9][C:10]1[CH:15]=[C:14]([Cl:16])[C:13]([Cl:17])=[CH:12][C:11]=1[S:18]([NH:1][C:2]1[O:6][N:5]=[C:4]([CH3:7])[C:3]=1[Br:8])(=[O:20])=[O:19], predict the reactants needed to synthesize it. The reactants are: [NH2:1][C:2]1[O:6][N:5]=[C:4]([CH3:7])[C:3]=1[Br:8].[Cl:9][C:10]1[CH:15]=[C:14]([Cl:16])[C:13]([Cl:17])=[CH:12][C:11]=1[S:18](Cl)(=[O:20])=[O:19]. (2) Given the product [CH3:1][C:2]([C:32]1[CH:33]=[CH:34][CH:35]=[CH:36][C:37]=1[CH3:47])([CH3:12])[CH:4]=[O:3], predict the reactants needed to synthesize it. The reactants are: [CH3:1][C:2]1([CH3:12])[CH:4](C2C=CC=CC=2C)[O:3]1.F[C:32]1[C:37](B([C:32]2[C:37](F)=[C:36](F)[C:35](F)=[C:34](F)[C:33]=2F)[C:32]2[C:37](F)=[C:36](F)[C:35](F)=[C:34](F)[C:33]=2F)=[C:36](F)[C:35](F)=[C:34](F)[C:33]=1F.[CH:47]1C=CC=CC=1. (3) Given the product [CH3:28][O:29][C:30](=[O:41])[C:31]1[CH:32]=[CH:33][C:34]([S:37](=[O:38])(=[O:39])[NH:24][C:19]2[C:20]([O:22][CH3:23])=[N:21][C:16]([O:15][CH2:14][C:13]3[C:9]([C:3]4[C:2]([Cl:1])=[CH:7][CH:6]=[CH:5][C:4]=4[Cl:8])=[N:10][O:11][C:12]=3[CH:25]([CH3:27])[CH3:26])=[CH:17][CH:18]=2)=[CH:35][CH:36]=1, predict the reactants needed to synthesize it. The reactants are: [Cl:1][C:2]1[CH:7]=[CH:6][CH:5]=[C:4]([Cl:8])[C:3]=1[C:9]1[C:13]([CH2:14][O:15][C:16]2[N:21]=[C:20]([O:22][CH3:23])[C:19]([NH2:24])=[CH:18][CH:17]=2)=[C:12]([CH:25]([CH3:27])[CH3:26])[O:11][N:10]=1.[CH3:28][O:29][C:30](=[O:41])[C:31]1[CH:36]=[CH:35][C:34]([S:37](Cl)(=[O:39])=[O:38])=[CH:33][CH:32]=1.C(N(C(C)C)CC)(C)C. (4) Given the product [OH:45][CH2:42][C:7]1[CH:15]=[CH:14][C:13]([C:7]2[CH:15]=[CH:14][C:13]([C:16]3[N:17]([C:32]([O:34][C:35]([CH3:37])([CH3:36])[CH3:38])=[O:33])[C:18]4[C:23]([CH:24]=3)=[CH:22][C:21]([CH2:25][N:26]3[CH2:31][CH2:30][CH2:29][CH2:28][CH2:27]3)=[CH:20][CH:19]=4)=[C:12]3[C:8]=2[CH2:9][NH:10][C:11]3=[O:39])=[CH:12][CH:8]=1, predict the reactants needed to synthesize it. The reactants are: FC(F)(F)S(O[C:7]1[CH:15]=[CH:14][C:13]([C:16]2[N:17]([C:32]([O:34][C:35]([CH3:38])([CH3:37])[CH3:36])=[O:33])[C:18]3[C:23]([CH:24]=2)=[CH:22][C:21]([CH2:25][N:26]2[CH2:31][CH2:30][CH2:29][CH2:28][CH2:27]2)=[CH:20][CH:19]=3)=[C:12]2[C:8]=1[CH2:9][NH:10][C:11]2=[O:39])(=O)=O.[C:42](=[O:45])([O-])[O-].[K+].[K+].O.